Dataset: Full USPTO retrosynthesis dataset with 1.9M reactions from patents (1976-2016). Task: Predict the reactants needed to synthesize the given product. (1) Given the product [NH2:1][C:2]1[CH:3]=[CH:4][C:5]([C:8]2([CH:14]([CH3:16])[CH3:15])[CH2:12][NH:11][C:10](=[O:13])[CH2:9]2)=[CH:6][C:7]=1[I:24], predict the reactants needed to synthesize it. The reactants are: [NH2:1][C:2]1[CH:7]=[CH:6][C:5]([C:8]2([CH:14]([CH3:16])[CH3:15])[CH2:12][NH:11][C:10](=[O:13])[CH2:9]2)=[CH:4][CH:3]=1.C(N(CC)CC)C.[I:24]I. (2) Given the product [F:12][C:10]1[CH:9]=[CH:8][CH:7]=[C:6]2[C:11]=1[C:2]([NH:26][C:25]1[CH:27]=[C:28]([N:31]3[CH2:32][CH2:33][O:34][CH2:35][CH2:36]3)[CH:29]=[CH:30][C:24]=1[S:21]([CH3:20])(=[O:23])=[O:22])=[C:3]([CH3:19])[C:4]([C:13]1[CH:18]=[CH:17][CH:16]=[CH:15][N:14]=1)=[N:5]2, predict the reactants needed to synthesize it. The reactants are: Cl[C:2]1[C:11]2[C:6](=[CH:7][CH:8]=[CH:9][C:10]=2[F:12])[N:5]=[C:4]([C:13]2[CH:18]=[CH:17][CH:16]=[CH:15][N:14]=2)[C:3]=1[CH3:19].[CH3:20][S:21]([C:24]1[CH:30]=[CH:29][C:28]([N:31]2[CH2:36][CH2:35][O:34][CH2:33][CH2:32]2)=[CH:27][C:25]=1[NH2:26])(=[O:23])=[O:22].CC(C)([O-])C.[Na+].C1(C)C=CC=CC=1. (3) The reactants are: [O:1]=[C:2]([CH2:8][CH3:9])[CH2:3][C:4]([O:6][CH3:7])=[O:5].[CH3:10][CH:11]([CH2:15][C:16]([CH3:19])([CH3:18])[CH3:17])[CH2:12][CH:13]=O. Given the product [CH3:10][CH:11]([CH2:15][C:16]([CH3:19])([CH3:18])[CH3:17])[CH2:12][CH:13]=[C:3]([C:2](=[O:1])[CH2:8][CH3:9])[C:4]([O:6][CH3:7])=[O:5], predict the reactants needed to synthesize it. (4) Given the product [NH2:17][C:13]1[CH:14]=[C:15]2[C:10](=[CH:11][CH:12]=1)[CH2:9][C:8]1([C:7](=[O:21])[NH:6][C:5]([C:1]([CH3:4])([CH3:3])[CH3:2])=[N:20]1)[CH2:16]2, predict the reactants needed to synthesize it. The reactants are: [C:1]([C:5]1[NH:6][C:7](=[O:21])[C:8]2([N:20]=1)[CH2:16][C:15]1[C:10](=[CH:11][CH:12]=[C:13]([N+:17]([O-])=O)[CH:14]=1)[CH2:9]2)([CH3:4])([CH3:3])[CH3:2].CC(C)(C)C(NC1(C(N)=O)CC2C(=CC=C([N+]([O-])=O)C=2)C1)=O.[OH-].[Na+].[NH4+].[Cl-]. (5) Given the product [N:2]1([CH2:9][CH2:10][O:11][C:12]2[N:13]=[CH:14][C:15]([CH2:16][NH:29][CH2:27][C:60]3[CH:65]=[C:64]([O:66][CH3:67])[CH:63]=[CH:62][C:61]=3[CH:68]3[CH2:69][CH2:70][C:71]4[C:76](=[CH:75][CH:74]=[C:73]([O:78][CH3:79])[CH:72]=4)[CH2:77]3)=[CH:19][CH:20]=2)[CH2:8][CH2:7][CH2:6][CH2:5][CH2:4][CH2:3]1, predict the reactants needed to synthesize it. The reactants are: Cl.[N:2]1([CH2:9][CH2:10][O:11][C:12]2[CH:20]=[CH:19][C:15]([C:16](O)=O)=[CH:14][N:13]=2)[CH2:8][CH2:7][CH2:6][CH2:5][CH2:4][CH2:3]1.COC1C=CC(C2CCC3C(=CC=C(OC)C=3)C2)=[C:27]([NH2:29])C=1.N1(CCOC2N=CC(CN[C:60]3[CH:65]=[C:64]([O:66][CH3:67])[CH:63]=[CH:62][C:61]=3[CH:68]3[CH2:77][CH2:76][C:75]4[C:70](=[CH:71][CH:72]=[C:73]([O:78][CH3:79])[CH:74]=4)[CH2:69]3)=CC=2)CCCCCC1. (6) Given the product [I:19][C:17]1[C:16](=[O:18])[N:8]2[CH2:9][C:10]3[C:15]([C:7]2=[N:6][C:5]=1[CH2:1][CH:2]([CH3:4])[CH3:3])=[CH:14][CH:13]=[CH:12][CH:11]=3, predict the reactants needed to synthesize it. The reactants are: [CH2:1]([C:5]1[N:6]=[C:7]2[C:15]3[C:10](=[CH:11][CH:12]=[CH:13][CH:14]=3)[CH2:9][N:8]2[C:16](=[O:18])[CH:17]=1)[CH:2]([CH3:4])[CH3:3].[I:19]N1C(=O)CCC1=O.C(Cl)Cl. (7) Given the product [NH:20]1[C:15]2[CH:16]=[CH:17][CH:18]=[CH:19][C:14]=2[N:21]=[C:1]1[C:3]1[C:11]2[C:6](=[CH:7][CH:8]=[C:9]([C:12]#[N:13])[CH:10]=2)[NH:5][N:4]=1, predict the reactants needed to synthesize it. The reactants are: [CH:1]([C:3]1[C:11]2[C:6](=[CH:7][CH:8]=[C:9]([C:12]#[N:13])[CH:10]=2)[NH:5][N:4]=1)=O.[C:14]1([NH2:21])[C:15]([NH2:20])=[CH:16][CH:17]=[CH:18][CH:19]=1.[S].